This data is from Reaction yield outcomes from USPTO patents with 853,638 reactions. The task is: Predict the reaction yield, written as a fraction of the theoretical maximum amount of product (1.0 means a 100% yield; for example, 0.34 means a 34% yield). (1) The reactants are [OH:1][C:2]1[CH:3]=[C:4]([CH2:8][C:9]([OH:11])=[O:10])[CH:5]=[CH:6][CH:7]=1.[C:12](OC(=O)C)(=[O:14])[CH3:13]. The catalyst is N1C=CC=CC=1. The product is [C:12]([O:1][C:2]1[CH:3]=[C:4]([CH2:8][C:9]([OH:11])=[O:10])[CH:5]=[CH:6][CH:7]=1)(=[O:14])[CH3:13]. The yield is 0.900. (2) The reactants are C([NH:9][C:10]([NH:12][C:13]1[CH:22]=[C:21]2[C:16]([CH:17]=[CH:18][CH:19]=[C:20]2[N:23]2[CH2:28][CH2:27][N:26]([CH3:29])[CH2:25][CH2:24]2)=[CH:15][CH:14]=1)=[S:11])(=O)C1C=CC=CC=1.[OH-].[Na+]. The catalyst is C(O)C.O. The product is [NH2:9][C:10]([NH:12][C:13]1[CH:22]=[C:21]2[C:16]([CH:17]=[CH:18][CH:19]=[C:20]2[N:23]2[CH2:24][CH2:25][N:26]([CH3:29])[CH2:27][CH2:28]2)=[CH:15][CH:14]=1)=[S:11]. The yield is 0.480. (3) The reactants are [CH3:1][O:2][C:3]1[C:11]2[N:10]=[C:9]([CH2:12][O:13][CH3:14])[NH:8][C:7]=2[CH:6]=[CH:5][CH:4]=1.Br[CH2:16][C:17]1[CH:36]=[CH:35][C:20]2/[C:21](=[C:31](/[CH3:34])\[C:32]#[N:33])/[C:22]3[CH:29]=[CH:28][C:27]([F:30])=[CH:26][C:23]=3[O:24][CH2:25][C:19]=2[CH:18]=1. No catalyst specified. The product is [F:30][C:27]1[CH:28]=[CH:29][C:22]2=[C:23]([CH:26]=1)[O:24][CH2:25][C:19]1[CH:18]=[C:17]([CH2:16][N:8]3[C:7]4[CH:6]=[CH:5][CH:4]=[C:3]([O:2][CH3:1])[C:11]=4[N:10]=[C:9]3[CH2:12][O:13][CH3:14])[CH:36]=[CH:35][C:20]=1/[C:21]/2=[C:31](/[CH3:34])\[C:32]#[N:33]. The yield is 0.530. (4) The reactants are [OH-].[Li+].[C:3]([NH:7][C:8]1[CH:13]=[CH:12][C:11]([CH2:14][C@H:15]([NH:20][CH2:21][O:22][CH2:23][C:24]2[CH:29]=[CH:28][CH:27]=[CH:26][CH:25]=2)[C:16]([O:18]C)=[O:17])=[CH:10][CH:9]=1)(=[O:6])[CH:4]=[CH2:5].C1COCC1.O. The catalyst is [Cl-].[NH4+]. The product is [C:3]([NH:7][C:8]1[CH:9]=[CH:10][C:11]([CH2:14][C@H:15]([NH:20][CH2:21][O:22][CH2:23][C:24]2[CH:25]=[CH:26][CH:27]=[CH:28][CH:29]=2)[C:16]([OH:18])=[O:17])=[CH:12][CH:13]=1)(=[O:6])[CH:4]=[CH2:5]. The yield is 0.240. (5) The reactants are [NH2:1][C:2]1[C:11]2[C:6](=[CH:7][CH:8]=[CH:9][CH:10]=2)[CH:5]=[CH:4][C:3]=1[NH:12][C:13]1[CH:18]=[CH:17][CH:16]=[C:15]([C:19]2[O:20][C:21]([CH3:24])=[N:22][N:23]=2)[CH:14]=1.[C:25](Cl)(=[O:29])[C:26](Cl)=[O:27]. No catalyst specified. The product is [CH3:24][C:21]1[O:20][C:19]([C:15]2[CH:14]=[C:13]([N:12]3[C:3]4[CH:4]=[CH:5][C:6]5[CH:7]=[CH:8][CH:9]=[CH:10][C:11]=5[C:2]=4[NH:1][C:26](=[O:27])[C:25]3=[O:29])[CH:18]=[CH:17][CH:16]=2)=[N:23][N:22]=1. The yield is 0.400. (6) The reactants are [C:1]([O:5][C:6]([N:8]1[CH2:13][CH2:12][C:11]([NH:17][C:18]([O:20][C:21]([CH3:24])([CH3:23])[CH3:22])=[O:19])([C:14](O)=[O:15])[CH2:10][CH2:9]1)=[O:7])([CH3:4])([CH3:3])[CH3:2].CN(C(ON1N=NC2C=CC=NC1=2)=[N+](C)C)C.F[P-](F)(F)(F)(F)F.C(N(C(C)C)C(C)C)C.[Cl:58][C:59]1[CH:66]=[CH:65][C:62]([CH2:63][NH2:64])=[CH:61][CH:60]=1. The catalyst is O.ClCCl.CN(C=O)C. The product is [C:1]([O:5][C:6]([N:8]1[CH2:9][CH2:10][C:11]([NH:17][C:18]([O:20][C:21]([CH3:22])([CH3:24])[CH3:23])=[O:19])([C:14](=[O:15])[NH:64][CH2:63][C:62]2[CH:65]=[CH:66][C:59]([Cl:58])=[CH:60][CH:61]=2)[CH2:12][CH2:13]1)=[O:7])([CH3:4])([CH3:3])[CH3:2]. The yield is 0.860. (7) The reactants are [CH:1](=[N:8][CH2:9][CH2:10][C:11]1[CH:16]=[CH:15][CH:14]=[C:13]([O:17][CH3:18])[CH:12]=1)[C:2]1[CH:7]=[CH:6][CH:5]=[CH:4][CH:3]=1.[OH-].[Na+]. The catalyst is C(O)(C(F)(F)F)=O. The product is [CH3:18][O:17][C:13]1[CH:12]=[C:11]2[C:16](=[CH:15][CH:14]=1)[CH:1]([C:2]1[CH:3]=[CH:4][CH:5]=[CH:6][CH:7]=1)[NH:8][CH2:9][CH2:10]2. The yield is 0.340.